Dataset: Catalyst prediction with 721,799 reactions and 888 catalyst types from USPTO. Task: Predict which catalyst facilitates the given reaction. (1) Reactant: [OH:1][C:2]1[CH:3]=[C:4]2[C:9](=[CH:10][CH:11]=1)[CH:8]=[C:7]([CH:12]1[CH2:17][CH2:16][N:15]([C:18]([O:20][C:21]([CH3:24])([CH3:23])[CH3:22])=[O:19])[CH2:14][CH2:13]1)[CH:6]=[CH:5]2.N1C(C)=CC=CC=1C.[S:33](O[S:33]([C:36]([F:39])([F:38])[F:37])(=[O:35])=[O:34])([C:36]([F:39])([F:38])[F:37])(=[O:35])=[O:34]. Product: [F:37][C:36]([F:39])([F:38])[S:33]([O:1][C:2]1[CH:3]=[C:4]2[C:9](=[CH:10][CH:11]=1)[CH:8]=[C:7]([CH:12]1[CH2:17][CH2:16][N:15]([C:18]([O:20][C:21]([CH3:24])([CH3:23])[CH3:22])=[O:19])[CH2:14][CH2:13]1)[CH:6]=[CH:5]2)(=[O:35])=[O:34]. The catalyst class is: 4. (2) Reactant: [Br:1][CH:2]([CH2:6][CH3:7])[C:3](Br)=[O:4].[NH2:8][C:9]1[C:10]([Cl:16])=[CH:11][C:12]([Cl:15])=[N:13][CH:14]=1.C(=O)([O-])[O-].[K+].[K+]. Product: [Br:1][CH:2]([CH2:6][CH3:7])[C:3]([NH:8][C:9]1[CH:14]=[N:13][C:12]([Cl:15])=[CH:11][C:10]=1[Cl:16])=[O:4]. The catalyst class is: 27. (3) Reactant: Cl[C:2]1[C:3]2[C:4](=[CH:13][N:14](CC3C=CC(OC)=CC=3)[N:15]=2)[N:5]=[C:6]([C:8]2[S:9][CH:10]=[CH:11][CH:12]=2)[N:7]=1.[CH2:25]1[C:33]2[C:28](=[CH:29][C:30]([NH2:34])=[CH:31][CH:32]=2)[CH2:27][O:26]1.Cl. Product: [CH2:25]1[C:33]2[C:28](=[CH:29][C:30]([NH:34][C:2]3[C:3]4[NH:15][N:14]=[CH:13][C:4]=4[N:5]=[C:6]([C:8]4[S:9][CH:10]=[CH:11][CH:12]=4)[N:7]=3)=[CH:31][CH:32]=2)[CH2:27][O:26]1. The catalyst class is: 71. (4) Reactant: Cl.[CH3:2][NH:3][C:4](=[O:14])[C@H:5]([CH2:7][C:8]1[CH:13]=[CH:12][CH:11]=[CH:10][CH:9]=1)[NH2:6].[C:15](N1C=CN=C1)(N1C=CN=C1)=[O:16].N1C=CN=C1.[OH:32][CH2:33][CH2:34][NH:35][CH2:36][CH2:37][CH:38]([CH3:40])[CH3:39]. Product: [OH:32][CH2:33][CH2:34][N:35]([CH2:36][CH2:37][CH:38]([CH3:40])[CH3:39])[C:15](=[O:16])[NH:6][C@@H:5]([CH2:7][C:8]1[CH:13]=[CH:12][CH:11]=[CH:10][CH:9]=1)[C:4]([NH:3][CH3:2])=[O:14]. The catalyst class is: 7. (5) Reactant: [CH2:1]([O:3][C:4]([C:6]1[N:7]=[C:8]([CH2:11][OH:12])[S:9][CH:10]=1)=[O:5])[CH3:2].[O-:13][Mn](=O)(=O)=O.[K+].C(Cl)Cl.C([O-])([O-])=O.[K+].[K+]. Product: [CH2:1]([O:3][C:4]([C:6]1[N:7]=[C:8]([C:11]([OH:13])=[O:12])[S:9][CH:10]=1)=[O:5])[CH3:2]. The catalyst class is: 72. (6) Reactant: [O:1]1[C:5]2[CH:6]=[C:7]([NH2:11])[C:8]([NH2:10])=[CH:9][C:4]=2[O:3][CH2:2]1.[C:12](=S)=[S:13]. Product: [O:1]1[C:5]2[C:4](=[CH:9][C:8]3[NH:10][C:12]([SH:13])=[N:11][C:7]=3[CH:6]=2)[O:3][CH2:2]1. The catalyst class is: 5. (7) Reactant: [Cl:1][C:2]1[C:3]([CH2:12][N:13]2[C:17]([C:18](N(OC)C)=[O:19])=[CH:16][C:15]([O:24][CH:25]([CH3:27])[CH3:26])=[N:14]2)=[N:4][CH:5]=[C:6]([C:8]([F:11])([F:10])[F:9])[CH:7]=1.[H-].C([Al+]CC(C)C)C(C)C.CO.[C@H](O)(C([O-])=O)[C@@H](O)C([O-])=O.[Na+].[K+]. Product: [Cl:1][C:2]1[C:3]([CH2:12][N:13]2[C:17]([CH:18]=[O:19])=[CH:16][C:15]([O:24][CH:25]([CH3:27])[CH3:26])=[N:14]2)=[N:4][CH:5]=[C:6]([C:8]([F:11])([F:9])[F:10])[CH:7]=1. The catalyst class is: 207. (8) Reactant: [Cl:1][C:2]1[CH:9]=[C:8]([Cl:10])[CH:7]=[CH:6][C:3]=1[CH:4]=O.[CH3:11][C:12]1([CH3:20])[O:19][C:17](=[O:18])[CH2:16][C:14](=[O:15])[O:13]1.N1CCCC1C(O)=O.[CH3:29][S:30][CH2:31][C:32]1[CH:33]=[CH:34][CH:35]=[C:36]2[C:40]=1[NH:39][CH:38]=[CH:37]2. Product: [Cl:1][C:2]1[CH:9]=[C:8]([Cl:10])[CH:7]=[CH:6][C:3]=1[CH:4]([C:37]1[C:36]2[C:40](=[C:32]([CH2:31][S:30][CH3:29])[CH:33]=[CH:34][CH:35]=2)[NH:39][CH:38]=1)[CH:16]1[C:17](=[O:18])[O:19][C:12]([CH3:20])([CH3:11])[O:13][C:14]1=[O:15]. The catalyst class is: 10. (9) Reactant: [NH2:1][C@@H:2]([CH2:10][C:11]1[CH:16]=[CH:15][C:14]([O:17][CH2:18][C:19]2[CH:24]=[CH:23][CH:22]=[CH:21][CH:20]=2)=[CH:13][CH:12]=1)[C:3]([NH:5][C:6]([CH3:9])([CH3:8])[CH3:7])=[O:4].[ClH:25]. Product: [ClH:25].[NH2:1][C@@H:2]([CH2:10][C:11]1[CH:12]=[CH:13][C:14]([O:17][CH2:18][C:19]2[CH:24]=[CH:23][CH:22]=[CH:21][CH:20]=2)=[CH:15][CH:16]=1)[C:3]([NH:5][C:6]([CH3:8])([CH3:7])[CH3:9])=[O:4]. The catalyst class is: 28.